From a dataset of Full USPTO retrosynthesis dataset with 1.9M reactions from patents (1976-2016). Predict the reactants needed to synthesize the given product. (1) Given the product [OH:7][NH:6][C:16]([C:12]1[S:11][CH:15]=[CH:14][CH:13]=1)=[NH:17], predict the reactants needed to synthesize it. The reactants are: [O-]CC.[Na+].Cl.[NH2:6][OH:7].C(O)C.[S:11]1[CH:15]=[CH:14][CH:13]=[C:12]1[C:16]#[N:17]. (2) Given the product [F:24][C:19]1[CH:18]=[C:17]([CH:22]=[C:21]([F:23])[CH:20]=1)[CH2:16][N:14]1[CH:15]=[C:11]([C:10]2[C:4]3[C:5](=[N:6][CH:7]=[C:2]([C:40]4[CH:41]=[CH:42][C:37]([O:36][CH3:35])=[C:38]([NH:8][S:25]([CH3:28])(=[O:27])=[O:26])[CH:39]=4)[CH:3]=3)[N:8]([S:25]([C:28]3[CH:34]=[CH:33][C:31]([CH3:32])=[CH:30][CH:29]=3)(=[O:26])=[O:27])[CH:9]=2)[CH:12]=[N:13]1, predict the reactants needed to synthesize it. The reactants are: Br[C:2]1[CH:3]=[C:4]2[C:10]([C:11]3[CH:12]=[N:13][N:14]([CH2:16][C:17]4[CH:22]=[C:21]([F:23])[CH:20]=[C:19]([F:24])[CH:18]=4)[CH:15]=3)=[CH:9][N:8]([S:25]([C:28]3[CH:34]=[CH:33][C:31]([CH3:32])=[CH:30][CH:29]=3)(=[O:27])=[O:26])[C:5]2=[N:6][CH:7]=1.[CH3:35][O:36][C:37]1[CH:42]=[CH:41][C:40](B2OC(C)(C)C(C)(C)O2)=[CH:39][C:38]=1CS(N)(=O)=O.C(=O)([O-])[O-].[Na+].[Na+]. (3) Given the product [CH3:26][O:25][C:19]1[CH:18]=[C:17]([CH2:16][CH2:15][NH:14][C:10]2[N:9]=[C:8]([C:4]3[CH:3]=[C:2]([NH:1][C:30](=[O:31])[CH2:29][O:28][CH3:27])[CH:7]=[CH:6][CH:5]=3)[CH:13]=[CH:12][N:11]=2)[CH:22]=[CH:21][C:20]=1[O:23][CH3:24], predict the reactants needed to synthesize it. The reactants are: [NH2:1][C:2]1[CH:3]=[C:4]([C:8]2[CH:13]=[CH:12][N:11]=[C:10]([NH:14][CH2:15][CH2:16][C:17]3[CH:22]=[CH:21][C:20]([O:23][CH3:24])=[C:19]([O:25][CH3:26])[CH:18]=3)[N:9]=2)[CH:5]=[CH:6][CH:7]=1.[CH3:27][O:28][CH2:29][C:30](O)=[O:31].CCN=C=NCCCN(C)C.C1C=CC2N(O)N=NC=2C=1. (4) Given the product [F:1][C:2]([F:34])([F:33])[C:3]1[CH:4]=[C:5]([CH:26]=[C:27]([C:29]([F:32])([F:31])[F:30])[CH:28]=1)[CH2:6][N:7]([CH2:14][C:15]1[C:16]([C:55]#[N:56])=[N:17][CH:18]=[C:19]([C:21]([F:24])([F:23])[F:22])[CH:20]=1)[C:8]1[N:9]=[N:10][N:11]([CH3:13])[N:12]=1, predict the reactants needed to synthesize it. The reactants are: [F:1][C:2]([F:34])([F:33])[C:3]1[CH:4]=[C:5]([CH:26]=[C:27]([C:29]([F:32])([F:31])[F:30])[CH:28]=1)[CH2:6][N:7]([CH2:14][C:15]1[C:16](Cl)=[N:17][CH:18]=[C:19]([C:21]([F:24])([F:23])[F:22])[CH:20]=1)[C:8]1[N:9]=[N:10][N:11]([CH3:13])[N:12]=1.[C-]#N.[K+].C1(P(CCCC)C2C=CC=CC=2)C=CC=CC=1.[CH3:55][N:56](C)CCN(C)C. (5) Given the product [C:38]([C:34]1[N:33]=[C:32]([C:30]([C:28]2[CH:27]=[CH:26][CH:25]=[C:24]([C:20]([CH3:23])([CH3:22])[CH3:21])[N:29]=2)([C:11]2[NH:10][CH:9]([C:14]3[CH:19]=[CH:18][CH:17]=[CH:16][N:15]=3)[N:8]([CH2:46][O:47][CH3:48])[CH:12]=2)[OH:31])[CH:37]=[CH:36][CH:35]=1)([CH3:41])([CH3:40])[CH3:39], predict the reactants needed to synthesize it. The reactants are: C([Li])CCC.CO[N:8]1[CH:12]=[C:11](C)[N:10]=[C:9]1[C:14]1[CH:19]=[CH:18][CH:17]=[CH:16][N:15]=1.[C:20]([C:24]1[N:29]=[C:28]([C:30]([C:32]2[CH:37]=[CH:36][CH:35]=[C:34]([C:38]([CH3:41])([CH3:40])[CH3:39])[N:33]=2)=[O:31])[CH:27]=[CH:26][CH:25]=1)([CH3:23])([CH3:22])[CH3:21].[Cl-].[NH4+].C1[CH2:48][O:47][CH2:46]C1. (6) Given the product [O:4]1[CH2:5][CH2:6][N:1]([CH2:14][C:15]([O:17][CH2:18][CH3:19])=[O:16])[CH2:2][CH2:3]1, predict the reactants needed to synthesize it. The reactants are: [NH:1]1[CH2:6][CH2:5][O:4][CH2:3][CH2:2]1.C([O-])([O-])=O.[K+].[K+].Cl[CH2:14][C:15]([O:17][CH2:18][CH3:19])=[O:16]. (7) Given the product [O:16]=[C:15]([NH:8][CH2:1][C:2]1[CH:7]=[CH:6][CH:5]=[CH:4][CH:3]=1)[CH2:11][C:12]([O:13][CH2:23][CH3:24])=[O:26], predict the reactants needed to synthesize it. The reactants are: [CH2:1]([NH2:8])[C:2]1[CH:7]=[CH:6][CH:5]=[CH:4][CH:3]=1.C([CH:11]([C:15](Cl)=[O:16])[C:12](Cl)=[O:13])C.C(N([CH2:23][CH3:24])CC)C.C(=O)(O)[O-:26].[Na+]. (8) Given the product [C:1]([CH:3]([N:7]([CH3:17])[C:8](=[O:14])[O:9][C:10]([CH3:13])([CH3:12])[CH3:11])[CH2:4][CH:5]=[CH2:6])#[N:2], predict the reactants needed to synthesize it. The reactants are: [C:1]([CH:3]([NH:7][C:8](=[O:14])[O:9][C:10]([CH3:13])([CH3:12])[CH3:11])[CH2:4][CH:5]=[CH2:6])#[N:2].[H-].[Na+].[CH3:17]OS(OC)(=O)=O.N.